Dataset: Forward reaction prediction with 1.9M reactions from USPTO patents (1976-2016). Task: Predict the product of the given reaction. (1) The product is: [Br:25][C:26]1[CH:27]=[C:28]2[C:32](=[CH:33][CH:34]=1)[NH:31][C:30](=[O:35])[C:29]2=[CH:15][C:12]1[NH:11][C:7]2[CH2:8][CH2:9][CH2:10][N:4]([CH2:3][CH:2]([OH:1])[CH2:18][N:19]3[CH2:20][CH2:21][O:22][CH2:23][CH2:24]3)[C:5](=[O:17])[C:6]=2[C:13]=1[CH3:14]. Given the reactants [OH:1][CH:2]([CH2:18][N:19]1[CH2:24][CH2:23][O:22][CH2:21][CH2:20]1)[CH2:3][N:4]1[CH2:10][CH2:9][CH2:8][C:7]2[NH:11][C:12]([CH:15]=O)=[C:13]([CH3:14])[C:6]=2[C:5]1=[O:17].[Br:25][C:26]1[CH:27]=[C:28]2[C:32](=[CH:33][CH:34]=1)[NH:31][C:30](=[O:35])[CH2:29]2, predict the reaction product. (2) Given the reactants O=[C:2]1[CH2:7][CH2:6][N:5]([C:8]([O:10][C:11]([CH3:14])([CH3:13])[CH3:12])=[O:9])[CH2:4][C:3]1=[CH:15]N(C)C.C(O)(=O)C.[C:23]([NH2:26])(=[NH:25])[CH3:24], predict the reaction product. The product is: [C:11]([O:10][C:8]([N:5]1[CH2:6][CH2:7][C:2]2[N:25]=[C:23]([CH3:24])[N:26]=[CH:15][C:3]=2[CH2:4]1)=[O:9])([CH3:14])([CH3:12])[CH3:13]. (3) Given the reactants Cl[C:2]1[C:11]2[C:6](=[CH:7][CH:8]=[CH:9][CH:10]=2)[C:5](=[O:12])[NH:4][N:3]=1.[CH2:13]([CH:15]1[O:20][CH2:19][CH2:18][NH:17][CH2:16]1)[CH3:14], predict the reaction product. The product is: [CH2:13]([CH:15]1[CH2:16][N:17]([C:2]2[C:11]3[C:6](=[CH:7][CH:8]=[CH:9][CH:10]=3)[C:5](=[O:12])[NH:4][N:3]=2)[CH2:18][CH2:19][O:20]1)[CH3:14]. (4) Given the reactants C([O:3][C:4](=[O:23])[CH2:5][N:6]1[CH2:11][CH2:10][CH:9]([C:12]([C:14]2[CH:22]=[CH:21][C:17]3[O:18][CH2:19][O:20][C:16]=3[CH:15]=2)=[O:13])[CH2:8][CH2:7]1)C.O[Li].O, predict the reaction product. The product is: [O:18]1[C:17]2[CH:21]=[CH:22][C:14]([C:12]([CH:9]3[CH2:8][CH2:7][N:6]([CH2:5][C:4]([OH:23])=[O:3])[CH2:11][CH2:10]3)=[O:13])=[CH:15][C:16]=2[O:20][CH2:19]1. (5) Given the reactants [NH2:1][CH2:2][C@@H:3]1[C@H:8]([CH3:9])[CH2:7][CH2:6][CH2:5][N:4]1[C:10]([C:12]1[N:13]=[C:14]([CH3:24])[S:15][C:16]=1[C:17]1[CH:22]=[CH:21][C:20]([F:23])=[CH:19][CH:18]=1)=[O:11].[Cl:25][C:26]1[N:31]=[C:30](Cl)[CH:29]=[CH:28][N:27]=1.C([O-])([O-])=O.[K+].[K+], predict the reaction product. The product is: [Cl:25][C:26]1[N:31]=[C:30]([NH:1][CH2:2][C@@H:3]2[C@H:8]([CH3:9])[CH2:7][CH2:6][CH2:5][N:4]2[C:10]([C:12]2[N:13]=[C:14]([CH3:24])[S:15][C:16]=2[C:17]2[CH:18]=[CH:19][C:20]([F:23])=[CH:21][CH:22]=2)=[O:11])[CH:29]=[CH:28][N:27]=1. (6) Given the reactants [CH3:1][C:2]1[O:10][C:9]2[CH:8]=[CH:7][N:6]([C:11]3[CH:16]=[CH:15][C:14]([N:17]4[CH2:22][CH2:21][NH:20][CH2:19][CH2:18]4)=[CH:13][CH:12]=3)[C:5](=[O:23])[C:4]=2[CH:3]=1.CC1C=CC(S(O[CH2:35][CH2:36][CH2:37][CH2:38][C:39]2[C:47]3[C:42](=[CH:43][CH:44]=[C:45]([C:48]#[N:49])[CH:46]=3)[NH:41][CH:40]=2)(=O)=O)=CC=1.C(=O)([O-])[O-].[K+].[K+].[I-].[K+], predict the reaction product. The product is: [CH3:1][C:2]1[O:10][C:9]2[CH:8]=[CH:7][N:6]([C:11]3[CH:12]=[CH:13][C:14]([N:17]4[CH2:22][CH2:21][N:20]([CH2:35][CH2:36][CH2:37][CH2:38][C:39]5[C:47]6[C:42](=[CH:43][CH:44]=[C:45]([C:48]#[N:49])[CH:46]=6)[NH:41][CH:40]=5)[CH2:19][CH2:18]4)=[CH:15][CH:16]=3)[C:5](=[O:23])[C:4]=2[CH:3]=1.